Dataset: Forward reaction prediction with 1.9M reactions from USPTO patents (1976-2016). Task: Predict the product of the given reaction. Given the reactants [P:1]([F:5])([F:4])([O-:3])=[O:2].[Li+:6].C(=O)(OC)OC.Cl[S:14]([OH:17])(=[O:16])=[O:15], predict the reaction product. The product is: [S:14]([O-:17])([O:2][P:1]([F:5])([F:4])=[O:3])(=[O:16])=[O:15].[Li+:6].